Dataset: NCI-60 drug combinations with 297,098 pairs across 59 cell lines. Task: Regression. Given two drug SMILES strings and cell line genomic features, predict the synergy score measuring deviation from expected non-interaction effect. (1) Drug 1: CC12CCC(CC1=CCC3C2CCC4(C3CC=C4C5=CN=CC=C5)C)O. Drug 2: C1=C(C(=O)NC(=O)N1)F. Cell line: SF-268. Synergy scores: CSS=24.3, Synergy_ZIP=-2.87, Synergy_Bliss=4.93, Synergy_Loewe=3.29, Synergy_HSA=4.17. (2) Cell line: HOP-92. Drug 1: C1=C(C(=O)NC(=O)N1)N(CCCl)CCCl. Drug 2: C(CC(=O)O)C(=O)CN.Cl. Synergy scores: CSS=27.2, Synergy_ZIP=-11.0, Synergy_Bliss=-9.71, Synergy_Loewe=-8.20, Synergy_HSA=-6.84. (3) Drug 1: CCC1=C2CN3C(=CC4=C(C3=O)COC(=O)C4(CC)O)C2=NC5=C1C=C(C=C5)O. Drug 2: CC1C(C(CC(O1)OC2CC(CC3=C2C(=C4C(=C3O)C(=O)C5=CC=CC=C5C4=O)O)(C(=O)C)O)N)O. Cell line: NCI-H322M. Synergy scores: CSS=58.8, Synergy_ZIP=-2.58, Synergy_Bliss=2.96, Synergy_Loewe=-3.03, Synergy_HSA=3.61. (4) Drug 1: CNC(=O)C1=CC=CC=C1SC2=CC3=C(C=C2)C(=NN3)C=CC4=CC=CC=N4. Drug 2: CC1=C(C(=O)C2=C(C1=O)N3CC4C(C3(C2COC(=O)N)OC)N4)N. Cell line: A549. Synergy scores: CSS=35.5, Synergy_ZIP=-1.21, Synergy_Bliss=-1.78, Synergy_Loewe=-12.3, Synergy_HSA=-0.108. (5) Drug 1: CC12CCC3C(C1CCC2=O)CC(=C)C4=CC(=O)C=CC34C. Drug 2: C(CN)CNCCSP(=O)(O)O. Cell line: A549. Synergy scores: CSS=4.42, Synergy_ZIP=-12.0, Synergy_Bliss=-21.4, Synergy_Loewe=-40.8, Synergy_HSA=-22.3.